This data is from Catalyst prediction with 721,799 reactions and 888 catalyst types from USPTO. The task is: Predict which catalyst facilitates the given reaction. (1) Reactant: C[O:2][C:3]1[CH:8]=[N:7][N:6]([CH3:9])[C:5](=[O:10])[C:4]=1[N:11]1[C:15]([CH3:16])=[CH:14][C:13]([C:17]2[CH:22]=[CH:21][C:20]([C:23]([F:26])([F:25])[F:24])=[CH:19][CH:18]=2)=[N:12]1.B(Br)(Br)Br.[OH-].[Na+].Cl. Product: [OH:2][C:3]1[CH:8]=[N:7][N:6]([CH3:9])[C:5](=[O:10])[C:4]=1[N:11]1[C:15]([CH3:16])=[CH:14][C:13]([C:17]2[CH:22]=[CH:21][C:20]([C:23]([F:26])([F:25])[F:24])=[CH:19][CH:18]=2)=[N:12]1. The catalyst class is: 4. (2) Product: [NH2:12][C:10]1[S:11][C:7]([C:5]2[CH:4]=[CH:3][N:34]=[C:32]([NH:31][C:28]3[CH:29]=[CH:30][C:25]([N:19]4[CH2:20][CH2:21][CH2:22][CH2:23][CH2:24]4)=[CH:26][CH:27]=3)[N:33]=2)=[C:8]([CH3:17])[N:9]=1. Reactant: CN(C)[CH:3]=[CH:4][C:5]([C:7]1[S:11][C:10]([N:12]=CN(C)C)=[N:9][C:8]=1[CH3:17])=O.[N:19]1([C:25]2[CH:30]=[CH:29][C:28]([NH:31][C:32]([NH2:34])=[NH:33])=[CH:27][CH:26]=2)[CH2:24][CH2:23][CH2:22][CH2:21][CH2:20]1. The catalyst class is: 23. (3) Reactant: [Br:1][C:2]1[CH:3]=[C:4]([C@H:9]([NH:12][C:13](=[O:19])[O:14][C:15]([CH3:18])([CH3:17])[CH3:16])[CH2:10][OH:11])[CH:5]=[C:6]([F:8])[CH:7]=1.C(N(CC)CC)C.[CH3:27][S:28](Cl)(=[O:30])=[O:29].C([O-])(O)=O.[Na+]. Product: [CH3:27][S:28]([O:11][CH2:10][C@@H:9]([NH:12][C:13]([O:14][C:15]([CH3:16])([CH3:18])[CH3:17])=[O:19])[C:4]1[CH:5]=[C:6]([F:8])[CH:7]=[C:2]([Br:1])[CH:3]=1)(=[O:30])=[O:29]. The catalyst class is: 2. (4) Reactant: [NH2:1][C:2]1[NH:6][N:5]=[C:4]([C:7]([OH:9])=[O:8])[CH:3]=1.[CH2:10]([O:12][C:13](=[O:24])[C:14](=[CH:20]OCC)[C:15](OCC)=[O:16])[CH3:11]. Product: [CH2:10]([O:12][C:13]([C:14]1[C:15](=[O:16])[N:6]2[N:5]=[C:4]([C:7]([OH:9])=[O:8])[CH:3]=[C:2]2[NH:1][CH:20]=1)=[O:24])[CH3:11]. The catalyst class is: 15.